This data is from NCI-60 drug combinations with 297,098 pairs across 59 cell lines. The task is: Regression. Given two drug SMILES strings and cell line genomic features, predict the synergy score measuring deviation from expected non-interaction effect. (1) Drug 1: C1CCC(C1)C(CC#N)N2C=C(C=N2)C3=C4C=CNC4=NC=N3. Drug 2: CC12CCC(CC1=CCC3C2CCC4(C3CC=C4C5=CN=CC=C5)C)O. Cell line: K-562. Synergy scores: CSS=24.7, Synergy_ZIP=0.0648, Synergy_Bliss=8.58, Synergy_Loewe=4.94, Synergy_HSA=6.56. (2) Drug 1: C1CN(CCN1C(=O)CCBr)C(=O)CCBr. Drug 2: CC12CCC3C(C1CCC2OP(=O)(O)O)CCC4=C3C=CC(=C4)OC(=O)N(CCCl)CCCl.[Na+]. Cell line: K-562. Synergy scores: CSS=28.0, Synergy_ZIP=-4.37, Synergy_Bliss=-2.83, Synergy_Loewe=-7.65, Synergy_HSA=-1.91. (3) Cell line: OVCAR-5. Synergy scores: CSS=8.50, Synergy_ZIP=-5.80, Synergy_Bliss=-6.43, Synergy_Loewe=-9.61, Synergy_HSA=-6.66. Drug 1: CC(CN1CC(=O)NC(=O)C1)N2CC(=O)NC(=O)C2. Drug 2: CC(C1=C(C=CC(=C1Cl)F)Cl)OC2=C(N=CC(=C2)C3=CN(N=C3)C4CCNCC4)N. (4) Drug 1: C1=CC(=C2C(=C1NCCNCCO)C(=O)C3=C(C=CC(=C3C2=O)O)O)NCCNCCO. Drug 2: CC1=CC=C(C=C1)C2=CC(=NN2C3=CC=C(C=C3)S(=O)(=O)N)C(F)(F)F. Cell line: U251. Synergy scores: CSS=54.1, Synergy_ZIP=3.31, Synergy_Bliss=2.03, Synergy_Loewe=1.48, Synergy_HSA=3.63. (5) Drug 1: CN(C)C1=NC(=NC(=N1)N(C)C)N(C)C. Drug 2: C1C(C(OC1N2C=NC(=NC2=O)N)CO)O. Cell line: OVCAR-4. Synergy scores: CSS=9.72, Synergy_ZIP=-1.53, Synergy_Bliss=1.56, Synergy_Loewe=-7.66, Synergy_HSA=-1.41. (6) Drug 1: CS(=O)(=O)CCNCC1=CC=C(O1)C2=CC3=C(C=C2)N=CN=C3NC4=CC(=C(C=C4)OCC5=CC(=CC=C5)F)Cl. Drug 2: C1=NC2=C(N1)C(=S)N=CN2. Cell line: HCT116. Synergy scores: CSS=23.5, Synergy_ZIP=-13.1, Synergy_Bliss=-23.2, Synergy_Loewe=-26.7, Synergy_HSA=-18.0. (7) Drug 1: COC1=C(C=C2C(=C1)N=CN=C2NC3=CC(=C(C=C3)F)Cl)OCCCN4CCOCC4. Drug 2: C1=CC=C(C=C1)NC(=O)CCCCCCC(=O)NO. Cell line: HCT116. Synergy scores: CSS=39.5, Synergy_ZIP=-4.63, Synergy_Bliss=-2.55, Synergy_Loewe=-6.01, Synergy_HSA=-0.256.